The task is: Predict the reaction yield, written as a fraction of the theoretical maximum amount of product (1.0 means a 100% yield; for example, 0.34 means a 34% yield).. This data is from Reaction yield outcomes from USPTO patents with 853,638 reactions. (1) The reactants are Cl[C:2]1[N:3]=[CH:4][C:5]([C:8]([NH:10][C:11]2[NH:12][N:13]=[C:14]([O:16][CH2:17][C:18]3[CH:23]=[C:22]([O:24][CH3:25])[CH:21]=[C:20]([O:26][CH3:27])[CH:19]=3)[CH:15]=2)=[O:9])=[N:6][CH:7]=1.[CH3:28][N:29]1[C@@H:34]([CH3:35])[CH2:33][NH:32][CH2:31][C@H:30]1[CH3:36].C[C@H]1CNC[C@@H](C)N1CC#N.C(N(C(C)C)C(C)C)C. The catalyst is CS(C)=O.CO. The product is [CH3:27][O:26][C:20]1[CH:19]=[C:18]([CH2:17][O:16][C:14]2[CH:15]=[C:11]([NH:10][C:8]([C:5]3[CH:4]=[N:3][C:2]([N:32]4[CH2:33][C@H:34]([CH3:35])[N:29]([CH3:28])[C@H:30]([CH3:36])[CH2:31]4)=[CH:7][N:6]=3)=[O:9])[NH:12][N:13]=2)[CH:23]=[C:22]([O:24][CH3:25])[CH:21]=1. The yield is 0.740. (2) The reactants are [C:1]1([CH2:7][CH2:8][CH2:9][CH2:10]NC=O)[CH:6]=[CH:5][CH:4]=[CH:3][CH:2]=1.C(N(CC)CC)C.ClC(Cl)(OC(=O)OC(Cl)(Cl)Cl)Cl.[Se].[CH2:34]([N:41]=[C:42]=[Se:43])[C:35]1C=CC=CC=1. The product is [C:1]1([CH2:7][CH2:8][CH2:9][CH2:10][CH2:35][CH2:34][N:41]=[C:42]=[Se:43])[CH:2]=[CH:3][CH:4]=[CH:5][CH:6]=1. The yield is 0.950. The catalyst is C(Cl)Cl. (3) The reactants are [CH3:1][O:2][C:3](=[O:29])[C@@H:4]([NH:21][C:22]([O:24][C:25]([CH3:28])([CH3:27])[CH3:26])=[O:23])[CH2:5][C:6]1[C:11]([CH3:12])=[CH:10][C:9](S(C(F)(F)F)(=O)=O)=[CH:8][C:7]=1[CH3:20].[C:30]([O-])([O-:32])=[O:31].[K+].[K+]. The catalyst is CN(C=O)C.CC([O-])=O.CC([O-])=O.[Pd+2].C1(P(C2C=CC=CC=2)[C-]2C=CC=C2)C=CC=CC=1.[C-]1(P(C2C=CC=CC=2)C2C=CC=CC=2)C=CC=C1.[Fe+2]. The product is [C:25]([O:24][C:22]([NH:21][C@H:4]([C:3]([O:2][CH3:1])=[O:29])[CH2:5][C:6]1[C:11]([CH3:12])=[CH:10][C:9]([C:30]([OH:32])=[O:31])=[CH:8][C:7]=1[CH3:20])=[O:23])([CH3:28])([CH3:27])[CH3:26]. The yield is 0.940. (4) The reactants are [CH3:1][C:2]1[CH:7]=[CH:6][C:5]([S:8]([N:11]2[C:15]([C:16]3[CH:21]=[CH:20][CH:19]=[CH:18][CH:17]=3)=[CH:14][C:13]([CH:22]=O)=[N:12]2)(=[O:10])=[O:9])=[CH:4][CH:3]=1.[Cl-:24].[CH3:25][NH3+:26].[BH4-].[Na+]. The catalyst is CO. The product is [ClH:24].[CH3:25][NH:26][CH2:22][C:13]1[CH:14]=[C:15]([C:16]2[CH:21]=[CH:20][CH:19]=[CH:18][CH:17]=2)[N:11]([S:8]([C:5]2[CH:4]=[CH:3][C:2]([CH3:1])=[CH:7][CH:6]=2)(=[O:9])=[O:10])[N:12]=1. The yield is 0.270. (5) The reactants are [NH:1]1[C:11]2[C:6](=[CH:7][CH:8]=[CH:9][CH:10]=2)[C:4](=O)[C:2]1=[O:3].[Cl:12][C:13]1[CH:22]=[CH:21][C:16]([C:17]([NH:19][NH2:20])=[O:18])=[CH:15][CH:14]=1. No catalyst specified. The product is [Cl:12][C:13]1[CH:22]=[CH:21][C:16]([C:17]([NH:19]/[N:20]=[C:4]2\[C:2](=[O:3])[N:1]([CH2:2][CH2:4][CH2:6][CH2:7][CH2:8][CH3:9])[C:11]3[C:6]\2=[CH:7][CH:8]=[CH:9][CH:10]=3)=[O:18])=[CH:15][CH:14]=1. The yield is 0.800. (6) The reactants are [CH3:1][O:2][C:3]([C:5]1[C:14]([OH:15])=[C:13]2[C:8]([CH:9]=[C:10]([CH2:16][C:17]3[CH:22]=[CH:21][C:20]([F:23])=[CH:19][CH:18]=3)[CH:11]=[N:12]2)=[CH:7][N:6]=1)=[O:4].[I:24]N1C(=O)CCC1=O. The catalyst is CN(C)C=O. The product is [CH3:1][O:2][C:3]([C:5]1[C:14]([OH:15])=[C:13]2[C:8]([CH:9]=[C:10]([CH2:16][C:17]3[CH:18]=[CH:19][C:20]([F:23])=[CH:21][CH:22]=3)[CH:11]=[N:12]2)=[C:7]([I:24])[N:6]=1)=[O:4]. The yield is 0.990.